From a dataset of TCR-epitope binding with 47,182 pairs between 192 epitopes and 23,139 TCRs. Binary Classification. Given a T-cell receptor sequence (or CDR3 region) and an epitope sequence, predict whether binding occurs between them. (1) Result: 0 (the TCR does not bind to the epitope). The TCR CDR3 sequence is CAISGGSNQPQHF. The epitope is IPRRNVATL. (2) The epitope is CTELKLSDY. The TCR CDR3 sequence is CASSKSKGSPLHF. Result: 0 (the TCR does not bind to the epitope). (3) The epitope is RILGAGCFV. The TCR CDR3 sequence is CASSRSGNEQFF. Result: 0 (the TCR does not bind to the epitope). (4) The epitope is ATDALMTGY. The TCR CDR3 sequence is CASSKKPPYGRNEQYF. Result: 0 (the TCR does not bind to the epitope). (5) The epitope is AIMTRCLAV. The TCR CDR3 sequence is CASSAGNGNTIYF. Result: 0 (the TCR does not bind to the epitope).